From a dataset of Reaction yield outcomes from USPTO patents with 853,638 reactions. Predict the reaction yield, written as a fraction of the theoretical maximum amount of product (1.0 means a 100% yield; for example, 0.34 means a 34% yield). The reactants are Br[C:2]1[C:3]([F:31])=[CH:4][C:5]2[O:11][CH2:10][CH2:9][N:8]3[C:12]([C:18]4[N:22]([CH3:23])[N:21]=[C:20]([C:24]5[CH:29]=[CH:28][N:27]=[CH:26][CH:25]=5)[N:19]=4)=[C:13]([C:15]([NH2:17])=[O:16])[N:14]=[C:7]3[C:6]=2[CH:30]=1.[CH3:32][C:33]([OH:37])([C:35]#[CH:36])[CH3:34]. No catalyst specified. The product is [F:31][C:3]1[C:2]([C:36]#[C:35][C:33]([OH:37])([CH3:34])[CH3:32])=[CH:30][C:6]2[C:7]3[N:8]([C:12]([C:18]4[N:22]([CH3:23])[N:21]=[C:20]([C:24]5[CH:29]=[CH:28][N:27]=[CH:26][CH:25]=5)[N:19]=4)=[C:13]([C:15]([NH2:17])=[O:16])[N:14]=3)[CH2:9][CH2:10][O:11][C:5]=2[CH:4]=1. The yield is 0.353.